This data is from Full USPTO retrosynthesis dataset with 1.9M reactions from patents (1976-2016). The task is: Predict the reactants needed to synthesize the given product. (1) Given the product [Br-:28].[C:1]1([S+:7]([C:1]2[CH:6]=[CH:5][CH:4]=[CH:3][CH:2]=2)[C:9]2[CH:14]=[CH:13][C:12]([S:21][C:15]3[CH:20]=[CH:19][CH:18]=[CH:17][CH:16]=3)=[CH:11][CH:10]=2)[CH:6]=[CH:5][CH:4]=[CH:3][CH:2]=1, predict the reactants needed to synthesize it. The reactants are: [C:1]1([S:7]([C:9]2[CH:14]=[CH:13][CH:12]=[CH:11][CH:10]=2)=O)[CH:6]=[CH:5][CH:4]=[CH:3][CH:2]=1.[C:15]1([S:21]C2C=CC=CC=2)[CH:20]=[CH:19][CH:18]=[CH:17][CH:16]=1.[Br-:28].[Al+3].[Br-].[Br-].Br. (2) Given the product [C:1]([C:3]1[CH:8]=[CH:7][C:6]([C@@H:9]2[C:14]([C:15]#[N:16])=[C:13]([CH3:17])[N:12]([C:18]3[CH:23]=[CH:22][CH:21]=[C:20]([C:24]([F:27])([F:26])[F:25])[CH:19]=3)[C:11](=[O:28])[N:10]2[CH3:32])=[C:5]([S@:29]([CH3:31])=[O:30])[CH:4]=1)#[N:2], predict the reactants needed to synthesize it. The reactants are: [C:1]([C:3]1[CH:8]=[CH:7][C:6]([C@@H:9]2[C:14]([C:15]#[N:16])=[C:13]([CH3:17])[N:12]([C:18]3[CH:23]=[CH:22][CH:21]=[C:20]([C:24]([F:27])([F:26])[F:25])[CH:19]=3)[C:11](=[O:28])[NH:10]2)=[C:5]([S:29]([CH3:31])=[O:30])[CH:4]=1)#[N:2].[C:32](C1C=CC([C@@H]2C(C#N)=C(C)N(C3C=CC=C(C(F)(F)F)C=3)C(=O)N2)=C([S@](C)=O)C=1)#N.C[Si](C)(C)[N-][Si](C)(C)C.[Li+].IC. (3) The reactants are: C([N:8](CC1C=CC=CC=1)[CH2:9][C:10]([F:17])([F:16])[C:11]([O:13][CH2:14][CH3:15])=[O:12])C1C=CC=CC=1.C(O)(C(F)(F)F)=O. Given the product [NH2:8][CH2:9][C:10]([F:17])([F:16])[C:11]([O:13][CH2:14][CH3:15])=[O:12], predict the reactants needed to synthesize it. (4) Given the product [CH2:1]([O:5][C:6]1[CH:7]=[CH:8][C:9]([S:12]([NH:15][CH:16]([C:17]([S:20][CH2:21][CH2:22][OH:23])([CH3:19])[CH3:18])[C:24]([O:26][C:34]([CH3:37])([CH3:36])[CH3:35])=[O:25])(=[O:13])=[O:14])=[CH:10][CH:11]=1)[C:2]#[C:3][CH3:4], predict the reactants needed to synthesize it. The reactants are: [CH2:1]([O:5][C:6]1[CH:11]=[CH:10][C:9]([S:12]([NH:15][C@H:16]([C:24]([OH:26])=[O:25])[C:17]([S:20][CH2:21][CH2:22][OH:23])([CH3:19])[CH3:18])(=[O:14])=[O:13])=[CH:8][CH:7]=1)[C:2]#[C:3][CH3:4].C(=O)([O-])[O-].[K+].[K+].Br[C:34]([CH3:37])([CH3:36])[CH3:35]. (5) Given the product [CH2:1]([C:8]1[C:12]2[C:13](=[O:29])[N:14]([C:21]3[CH:26]=[CH:25][CH:24]=[C:23]([C:27]([OH:31])=[O:35])[CH:22]=3)[C:15]3[N:16]=[CH:17][CH:18]=[CH:19][C:20]=3[C:11]=2[NH:10][N:9]=1)[C:2]1[CH:3]=[CH:4][CH:5]=[CH:6][CH:7]=1, predict the reactants needed to synthesize it. The reactants are: [CH2:1]([C:8]1[C:12]2[C:13](=[O:29])[N:14]([C:21]3[CH:26]=[CH:25][CH:24]=[C:23]([C:27]#N)[CH:22]=3)[C:15]3[N:16]=[CH:17][CH:18]=[CH:19][C:20]=3[C:11]=2[NH:10][N:9]=1)[C:2]1[CH:7]=[CH:6][CH:5]=[CH:4][CH:3]=1.S(=O)(=O)(O)[OH:31].[OH2:35].